From a dataset of Full USPTO retrosynthesis dataset with 1.9M reactions from patents (1976-2016). Predict the reactants needed to synthesize the given product. (1) Given the product [CH3:1][N:2]([CH3:8])[CH2:3][C:4]([NH:6][C:9](=[O:10])[O:11][CH2:12][C:13]1[CH:18]=[CH:17][CH:16]=[CH:15][CH:14]=1)([CH3:7])[CH3:5], predict the reactants needed to synthesize it. The reactants are: [CH3:1][N:2]([CH3:8])[CH2:3][C:4]([CH3:7])([NH2:6])[CH3:5].[C:9](ON1C(=O)CCC1=O)([O:11][CH2:12][C:13]1[CH:18]=[CH:17][CH:16]=[CH:15][CH:14]=1)=[O:10]. (2) Given the product [C:32]1([CH2:38][CH2:39][CH2:40][O:41][C:43]2[CH:44]=[C:45]([CH:61]=[CH:62][CH:63]=2)[C:46]([N:48]2[CH2:53][CH2:52][N:51]([C:54]([O:56][C:57]([CH3:58])([CH3:59])[CH3:60])=[O:55])[CH2:50][CH2:49]2)=[O:47])[CH:37]=[CH:36][CH:35]=[CH:34][CH:33]=1, predict the reactants needed to synthesize it. The reactants are: C1C=CC(P(C2C=CC=CC=2)C2C=CC=CC=2)=CC=1.CCOC(/N=N/C(OCC)=O)=O.[C:32]1([CH2:38][CH2:39][CH2:40][OH:41])[CH:37]=[CH:36][CH:35]=[CH:34][CH:33]=1.O[C:43]1[CH:44]=[C:45]([CH:61]=[CH:62][CH:63]=1)[C:46]([N:48]1[CH2:53][CH2:52][N:51]([C:54]([O:56][C:57]([CH3:60])([CH3:59])[CH3:58])=[O:55])[CH2:50][CH2:49]1)=[O:47].C(=O)([O-])O.[Na+]. (3) Given the product [CH2:2]([O:4][C:5]([C:7]1([CH3:21])[C:12](=[O:13])[CH2:11][CH2:10][N:9]([CH2:14][C:15]2[CH:16]=[CH:17][CH:18]=[CH:19][CH:20]=2)[CH2:8]1)=[O:6])[CH3:3], predict the reactants needed to synthesize it. The reactants are: Cl.[CH2:2]([O:4][C:5]([CH:7]1[C:12](=[O:13])[CH2:11][CH2:10][N:9]([CH2:14][C:15]2[CH:20]=[CH:19][CH:18]=[CH:17][CH:16]=2)[CH2:8]1)=[O:6])[CH3:3].[CH2:21]1COCC1.[OH-].[K+].CI. (4) Given the product [C:17]([NH:21][C:22]1[CH:27]=[C:26]([C:28]2[CH:33]=[CH:32][CH:31]=[CH:30][CH:29]=2)[N:25]=[C:24]([NH:16][C:13]2[CH:12]=[CH:11][C:10]([C:6]3([C:2]4[O:1][CH:5]=[CH:4][N:3]=4)[CH2:9][CH2:8][CH2:7]3)=[CH:15][CH:14]=2)[N:23]=1)([CH3:20])([CH3:18])[CH3:19], predict the reactants needed to synthesize it. The reactants are: [O:1]1[CH:5]=[CH:4][N:3]=[C:2]1[C:6]1([C:10]2[CH:15]=[CH:14][C:13]([NH2:16])=[CH:12][CH:11]=2)[CH2:9][CH2:8][CH2:7]1.[C:17]([NH:21][C:22]1[CH:27]=[C:26]([C:28]2[CH:33]=[CH:32][CH:31]=[CH:30][CH:29]=2)[N:25]=[C:24](Cl)[N:23]=1)([CH3:20])([CH3:19])[CH3:18]. (5) Given the product [CH:35]([CH:34]1[C:31]2[C:26](=[CH:27][CH:28]=[CH:29][CH:30]=2)[CH2:25][C:19]([C:18]([O:17][CH2:15][CH3:16])=[O:41])([C:20]([O:22][CH2:23][CH3:24])=[O:21])[CH2:33]1)=[CH2:36].[CH:35]([CH:34]1[C:27]2[C:26](=[CH:31][CH:30]=[CH:29][CH:28]=2)[CH2:25][C:19]([C:20]([O-:22])=[O:21])([C:18]([O-:17])=[O:41])[CH2:33]1)=[CH2:36], predict the reactants needed to synthesize it. The reactants are: [In].[Cl-].[In+3].[Cl-].[Cl-].[Cl-].[Li+].C(N(C)C)CCC.[CH2:15]([O:17][C:18](=[O:41])[C:19]([CH2:33][CH:34]=[CH:35][CH2:36]OC(=O)C)([CH2:25][C:26]1[CH:31]=[CH:30][CH:29]=[CH:28][C:27]=1I)[C:20]([O:22][CH2:23][CH3:24])=[O:21])[CH3:16].